This data is from Retrosynthesis with 50K atom-mapped reactions and 10 reaction types from USPTO. The task is: Predict the reactants needed to synthesize the given product. (1) Given the product Cc1ccc(C(O)(C(=O)NCCCN2CCC(c3cc(NC(=O)C(C)C)ccc3C)CC2)c2ccc(C)cc2)cc1, predict the reactants needed to synthesize it. The reactants are: Cc1ccc(C(O)(C(=O)O)c2ccc(C)cc2)cc1.Cc1ccc(NC(=O)C(C)C)cc1C1CCN(CCCN)CC1. (2) Given the product CCOC(=O)c1ccc(OCCCc2ccc(OCc3ccc(-c4ccccc4)cc3)cc2)c(C=O)c1, predict the reactants needed to synthesize it. The reactants are: BrCCCc1ccc(OCc2ccc(-c3ccccc3)cc2)cc1.CCOC(=O)c1ccc(O)c(C=O)c1. (3) Given the product COC(=O)C1=Cc2cc(Br)c(C)cc2N(Cc2ccc(OC)cc2)CCC1, predict the reactants needed to synthesize it. The reactants are: COC(=O)CCCCN(Cc1ccc(OC)cc1)c1cc(C)c(Br)cc1C=O.